Dataset: NCI-60 drug combinations with 297,098 pairs across 59 cell lines. Task: Regression. Given two drug SMILES strings and cell line genomic features, predict the synergy score measuring deviation from expected non-interaction effect. (1) Drug 1: C1CCC(C1)C(CC#N)N2C=C(C=N2)C3=C4C=CNC4=NC=N3. Drug 2: C1C(C(OC1N2C=NC3=C(N=C(N=C32)Cl)N)CO)O. Cell line: SN12C. Synergy scores: CSS=11.6, Synergy_ZIP=-5.98, Synergy_Bliss=-2.77, Synergy_Loewe=-3.42, Synergy_HSA=-3.27. (2) Drug 1: CCCCCOC(=O)NC1=NC(=O)N(C=C1F)C2C(C(C(O2)C)O)O. Drug 2: C1C(C(OC1N2C=NC3=C2NC=NCC3O)CO)O. Cell line: NCIH23. Synergy scores: CSS=0.609, Synergy_ZIP=-1.59, Synergy_Bliss=-2.85, Synergy_Loewe=-1.54, Synergy_HSA=-3.19.